This data is from Catalyst prediction with 721,799 reactions and 888 catalyst types from USPTO. The task is: Predict which catalyst facilitates the given reaction. (1) Reactant: [ClH:1].[F:2][C:3]1[CH:8]=[CH:7][C:6]([CH:9]([C:22]([N:24]2[CH2:29][CH2:28][N:27]([C:30]3[C:31]4[C@H:38]([CH3:39])[S:37][CH2:36][C:32]=4[N:33]=[CH:34][N:35]=3)[CH2:26][CH2:25]2)=[O:23])[CH2:10][N:11]([CH:19]([CH3:21])[CH3:20])C(=O)OC(C)(C)C)=[CH:5][CH:4]=1. Product: [ClH:1].[ClH:1].[F:2][C:3]1[CH:8]=[CH:7][C:6]([CH:9]([CH2:10][NH:11][CH:19]([CH3:21])[CH3:20])[C:22]([N:24]2[CH2:29][CH2:28][N:27]([C:30]3[C:31]4[C@H:38]([CH3:39])[S:37][CH2:36][C:32]=4[N:33]=[CH:34][N:35]=3)[CH2:26][CH2:25]2)=[O:23])=[CH:5][CH:4]=1. The catalyst class is: 876. (2) Reactant: [NH2:1][NH2:2].[C:3](/[N:5]=[C:6](\SC)/[NH:7][C:8]1[CH:13]=[C:12]([Cl:14])[C:11]([CH:15]2CC2)=[C:10]([Cl:18])[CH:9]=1)#[N:4]. Product: [Cl:14][C:12]1[CH:13]=[C:8]([NH:7][C:6]2[N:5]=[C:3]([NH2:4])[NH:2][N:1]=2)[CH:9]=[C:10]([Cl:18])[C:11]=1[CH3:15]. The catalyst class is: 8. (3) Reactant: [C:1]([N:5]1[CH:9]=[C:8]([C:10]2[CH:11]=[C:12]([OH:20])[C:13]3[N:14]([N:16]=[C:17]([CH3:19])[CH:18]=3)[CH:15]=2)[CH:7]=[N:6]1)([CH3:4])([CH3:3])[CH3:2].CS(O[C@H:26]([C@@H:28]1[CH2:32][C:31](=[O:33])[N:30]([C@@H:34]([C:36]2[CH:41]=[CH:40][C:39]([O:42][CH3:43])=[CH:38][CH:37]=2)[CH3:35])[CH2:29]1)[CH3:27])(=O)=O.C[Si]([N-][Si](C)(C)C)(C)C.[Na+]. Product: [C:1]([N:5]1[CH:9]=[C:8]([C:10]2[CH:11]=[C:12]([O:20][C@@H:26]([C@H:28]3[CH2:29][N:30]([C@@H:34]([C:36]4[CH:37]=[CH:38][C:39]([O:42][CH3:43])=[CH:40][CH:41]=4)[CH3:35])[C:31](=[O:33])[CH2:32]3)[CH3:27])[C:13]3[N:14]([N:16]=[C:17]([CH3:19])[CH:18]=3)[CH:15]=2)[CH:7]=[N:6]1)([CH3:4])([CH3:3])[CH3:2]. The catalyst class is: 198. (4) Product: [CH3:16][C:15]1[N:1]=[C:2]2[CH:7]=[CH:6][CH:5]=[CH:4][N:3]2[C:9]=1[C:10]([O:12][CH2:13][CH3:14])=[O:11]. The catalyst class is: 412. Reactant: [NH2:1][C:2]1[CH:7]=[CH:6][CH:5]=[CH:4][N:3]=1.Cl[CH:9]([C:15](=O)[CH3:16])[C:10]([O:12][CH2:13][CH3:14])=[O:11]. (5) Reactant: C[O:2][C:3](=[O:21])[C:4]1[CH:9]=[C:8]([N+:10]([O-])=O)[C:7]([S:13][CH2:14][C:15](OCC)=[O:16])=[CH:6][C:5]=1[Br:20].COC(=O)C1C=C([N+]([O-])=O)C(F)=CC=1Br.CCN(CC)CC.C(OC(=O)CS)C. Product: [Br:20][C:5]1[C:4]([C:3]([OH:2])=[O:21])=[CH:9][C:8]2[NH:10][C:15](=[O:16])[CH2:14][S:13][C:7]=2[CH:6]=1. The catalyst class is: 91. (6) Product: [OH:29][CH2:28][C@H:17]([NH:16][C:13]([C:11]1[C:5]2[O:6][CH2:7][CH2:8][CH2:9][CH2:10][C:4]=2[CH:3]=[C:2]([Br:1])[CH:12]=1)=[O:15])[CH2:18][C:19]1[C:27]2[C:22](=[CH:23][CH:24]=[CH:25][CH:26]=2)[NH:21][CH:20]=1. Reactant: [Br:1][C:2]1[CH:12]=[C:11]([C:13]([OH:15])=O)[C:5]2[O:6][CH2:7][CH2:8][CH2:9][CH2:10][C:4]=2[CH:3]=1.[NH2:16][C@@H:17]([CH2:28][OH:29])[CH2:18][C:19]1[C:27]2[C:22](=[CH:23][CH:24]=[CH:25][CH:26]=2)[NH:21][CH:20]=1.C1C=CC2N(O)N=NC=2C=1.CCN=C=NCCCN(C)C. The catalyst class is: 851. (7) Reactant: [C:1]12([CH2:11][OH:12])[CH2:10][CH:5]3[CH2:6][CH:7]([CH2:9][CH:3]([CH2:4]3)[CH2:2]1)[CH2:8]2.C(N(C(C)C)C(C)C)C.[F:22][C:23]([F:36])([F:35])[S:24](O[S:24]([C:23]([F:36])([F:35])[F:22])(=[O:26])=[O:25])(=[O:26])=[O:25]. Product: [F:22][C:23]([F:36])([F:35])[S:24]([O:12][CH2:11][C:1]12[CH2:8][CH:7]3[CH2:6][CH:5]([CH2:4][CH:3]([CH2:9]3)[CH2:2]1)[CH2:10]2)(=[O:26])=[O:25]. The catalyst class is: 2. (8) Reactant: N[C@H:2]1[CH2:7][C@@H:6]([NH:8][C:9](=[O:17])[O:10][CH2:11][CH2:12][Si:13]([CH3:16])([CH3:15])[CH3:14])[C@@H:5]([N:18]2[CH2:22][CH2:21][C@H:20]([NH:23][C:24]([O:26][CH2:27][C:28]3[CH:33]=[CH:32][CH:31]=[CH:30][CH:29]=3)=[O:25])[C:19]2=[O:34])[CH2:4][CH2:3]1.C(C1C(=O)C(=[O:49])C=C(C(C)(C)C)C=1)(C)(C)C.C1COCC1.C(O)(=O)C(O)=O. Product: [CH2:27]([O:26][C:24]([NH:23][C@H:20]1[CH2:21][CH2:22][N:18]([C@H:5]2[CH2:4][CH2:3][C:2](=[O:49])[CH2:7][C@H:6]2[NH:8][C:9](=[O:17])[O:10][CH2:11][CH2:12][Si:13]([CH3:14])([CH3:16])[CH3:15])[C:19]1=[O:34])=[O:25])[C:28]1[CH:29]=[CH:30][CH:31]=[CH:32][CH:33]=1. The catalyst class is: 24.